Predict which catalyst facilitates the given reaction. From a dataset of Catalyst prediction with 721,799 reactions and 888 catalyst types from USPTO. (1) Reactant: [F:1][C:2]1[CH:3]=[C:4]([S:10](Cl)(=[O:12])=[O:11])[CH:5]=[CH:6][C:7]=1[O:8]C.[NH2:14][C:15]1[CH:24]=[CH:23][C:18]([C:19]([O:21]C)=[O:20])=[CH:17][CH:16]=1.N1C=CC=CC=1. Product: [F:1][C:2]1[CH:3]=[C:4]([S:10]([NH:14][C:15]2[CH:24]=[CH:23][C:18]([C:19]([OH:21])=[O:20])=[CH:17][CH:16]=2)(=[O:12])=[O:11])[CH:5]=[CH:6][C:7]=1[OH:8]. The catalyst class is: 2. (2) Product: [ClH:38].[NH:28]1[CH2:29][CH2:30][CH:25]([C:23]2[N:5]3[N:6]=[C:7]4[C:12]([C:11]([C:13]5[CH:18]=[CH:17][CH:16]=[CH:15][C:14]=5[C:19]([F:20])([F:22])[F:21])=[CH:10][CH:9]=[CH:8]4)=[C:4]3[NH:3][C:2](=[O:1])[CH:24]=2)[CH2:26][CH2:27]1. Reactant: [O:1]=[C:2]1[CH:24]=[C:23]([CH:25]2[CH2:30][CH2:29][N:28](C(OC(C)(C)C)=O)[CH2:27][CH2:26]2)[N:5]2[N:6]=[C:7]3[C:12]([C:11]([C:13]4[CH:18]=[CH:17][CH:16]=[CH:15][C:14]=4[C:19]([F:22])([F:21])[F:20])=[CH:10][CH:9]=[CH:8]3)=[C:4]2[NH:3]1.[ClH:38]. The catalyst class is: 12. (3) Reactant: [CH3:1][C:2]1[N:3]([CH2:22][CH:23]2[CH2:28][CH2:27][N:26]([C:29](=[O:38])[CH2:30][CH2:31][C:32]3[CH:37]=[CH:36][CH:35]=[CH:34][CH:33]=3)[CH2:25][CH2:24]2)[C:4]2[C:9]([CH:10]=1)=[CH:8][C:7]([C:11]1[CH:12]=[N:13][N:14](C3CCCCO3)[CH:15]=1)=[CH:6][CH:5]=2.C1(C)C=CC(S(O)(=O)=O)=CC=1.C(=O)(O)[O-].[Na+]. Product: [CH3:1][C:2]1[N:3]([CH2:22][CH:23]2[CH2:28][CH2:27][N:26]([C:29](=[O:38])[CH2:30][CH2:31][C:32]3[CH:37]=[CH:36][CH:35]=[CH:34][CH:33]=3)[CH2:25][CH2:24]2)[C:4]2[C:9]([CH:10]=1)=[CH:8][C:7]([C:11]1[CH:12]=[N:13][NH:14][CH:15]=1)=[CH:6][CH:5]=2. The catalyst class is: 138. (4) Reactant: [Cl:1][C:2]1[CH:3]=[C:4]([CH:23]=[CH:24][C:25]=1[Cl:26])[O:5][CH:6]1[CH2:11][CH2:10][N:9]([CH2:12][CH2:13][CH2:14][NH:15]C(=O)OC(C)(C)C)[CH2:8][CH2:7]1.Cl. Product: [Cl:1][C:2]1[CH:3]=[C:4]([CH:23]=[CH:24][C:25]=1[Cl:26])[O:5][CH:6]1[CH2:7][CH2:8][N:9]([CH2:12][CH2:13][CH2:14][NH2:15])[CH2:10][CH2:11]1. The catalyst class is: 12. (5) Reactant: C([N:8]1[CH2:17][CH2:16][C:15]2[C:14]([OH:18])=[N:13][C:12]([C:19]([F:22])([F:21])[F:20])=[N:11][C:10]=2[CH2:9]1)C1C=CC=CC=1.[H][H]. Product: [F:22][C:19]([F:20])([F:21])[C:12]1[N:13]=[C:14]([OH:18])[C:15]2[CH2:16][CH2:17][NH:8][CH2:9][C:10]=2[N:11]=1. The catalyst class is: 105. (6) Product: [F:30][C:29]([F:31])([F:32])[CH:28]([CH3:33])[CH:22]([C:19]1[CH:18]=[CH:17][C:16]([CH2:15][N:7]2[CH:8]=[C:3]([C:2]([F:1])([F:10])[F:11])[CH:4]=[CH:5][C:6]2=[O:9])=[CH:21][CH:20]=1)[C:23]([O:25][CH2:26][CH3:27])=[O:24]. The catalyst class is: 3. Reactant: [F:1][C:2]([F:11])([F:10])[C:3]1[CH:4]=[CH:5][C:6](=[O:9])[NH:7][CH:8]=1.[H-].[Na+].Br[CH2:15][C:16]1[CH:21]=[CH:20][C:19]([CH:22]([CH:28]([CH3:33])[C:29]([F:32])([F:31])[F:30])[C:23]([O:25][CH2:26][CH3:27])=[O:24])=[CH:18][CH:17]=1.O. (7) Reactant: [F:1][C:2]([F:9])([C:5]([F:8])([F:7])[F:6])[CH2:3][NH2:4].CN(C)C1C=CC=CC=1.[Br:19][CH2:20][C:21](Br)=[O:22]. Product: [Br:19][CH2:20][C:21]([NH:4][CH2:3][C:2]([F:9])([F:1])[C:5]([F:8])([F:7])[F:6])=[O:22]. The catalyst class is: 13.